From a dataset of Forward reaction prediction with 1.9M reactions from USPTO patents (1976-2016). Predict the product of the given reaction. (1) Given the reactants C[Al](C)C.[Cl:5][C:6]1[CH:7]=[C:8]([NH2:13])[CH:9]=[CH:10][C:11]=1[CH3:12].C([O:16][C:17]([C@H:19]1[CH2:24][CH2:23][CH2:22][N:21]([C:25](=[O:33])[C:26]2[CH:31]=[CH:30][CH:29]=[CH:28][C:27]=2[CH3:32])[C@H:20]1[C:34]1[CH:39]=[CH:38][C:37]([NH:40][CH:41]2[CH2:45][CH2:44][CH2:43][CH2:42]2)=[CH:36][CH:35]=1)=O)C, predict the reaction product. The product is: [Cl:5][C:6]1[CH:7]=[C:8]([NH:13][C:17]([C@H:19]2[CH2:24][CH2:23][CH2:22][N:21]([C:25](=[O:33])[C:26]3[CH:31]=[CH:30][CH:29]=[CH:28][C:27]=3[CH3:32])[C@H:20]2[C:34]2[CH:39]=[CH:38][C:37]([NH:40][CH:41]3[CH2:45][CH2:44][CH2:43][CH2:42]3)=[CH:36][CH:35]=2)=[O:16])[CH:9]=[CH:10][C:11]=1[CH3:12]. (2) Given the reactants CC1(C)O[C@H](C(C2C=CC=CC=2)(C2C=CC=CC=2)O)[C@@H](C(C2C=CC=CC=2)(C2C=CC=CC=2)O)O1.C([Zn][CH2:39][CH3:40])C.[F:41][C:42]1[CH:43]=[C:44]([CH:47]=[CH:48][C:49]=1[O:50][C:51]([F:54])([F:53])[F:52])[CH:45]=[O:46].[Cl-].[NH4+], predict the reaction product. The product is: [F:41][C:42]1[CH:43]=[C:44]([C@H:45]([OH:46])[CH2:39][CH3:40])[CH:47]=[CH:48][C:49]=1[O:50][C:51]([F:53])([F:54])[F:52]. (3) Given the reactants ClC1C=CC(C2C3C(C)=NN(C4CN(C(OC(C)(C)C)=O)C4)C=3C(=O)N2C2C=C(C)C3N(C(C)=NN=3)C=2)=CC=1.[Cl:40][C:41]1[CH:46]=[CH:45][C:44]([CH:47]2[C:54]3[C:53]([CH3:55])=[N:52][N:51]([CH:56]4[CH2:58][CH2:57]4)[C:50]=3[C:49](=[O:59])[N:48]2[C:60]2[CH:61]=[C:62]([NH:70][CH3:71])[C:63]3[N:64]([C:66]([CH3:69])=[N:67][N:68]=3)[N:65]=2)=[CH:43][CH:42]=1, predict the reaction product. The product is: [Cl:40][C:41]1[CH:46]=[CH:45][C:44]([C@@H:47]2[C:54]3[C:53]([CH3:55])=[N:52][N:51]([CH:56]4[CH2:57][CH2:58]4)[C:50]=3[C:49](=[O:59])[N:48]2[C:60]2[CH:61]=[C:62]([NH:70][CH3:71])[C:63]3[N:64]([C:66]([CH3:69])=[N:67][N:68]=3)[N:65]=2)=[CH:43][CH:42]=1. (4) Given the reactants [OH-].[Na+].[C:3](OC([O-])=O)([O:5][C:6]([CH3:9])([CH3:8])[CH3:7])=[O:4].O1CCCC1.[CH2:19]([NH:22][CH2:23][C@H:24]([NH:26][S:27]([C:30]1[CH:35]=[CH:34][CH:33]=[CH:32][C:31]=1[N+:36]([O-:38])=[O:37])(=[O:29])=[O:28])[CH3:25])[CH:20]=[CH2:21], predict the reaction product. The product is: [CH2:19]([N:22]([C:3]([O:5][C:6]([CH3:9])([CH3:8])[CH3:7])=[O:4])[CH2:23][C@H:24]([NH:26][S:27]([C:30]1[CH:35]=[CH:34][CH:33]=[CH:32][C:31]=1[N+:36]([O-:38])=[O:37])(=[O:29])=[O:28])[CH3:25])[CH:20]=[CH2:21]. (5) Given the reactants [C:1]([O:5][C:6]([NH:8][C@H:9]([CH3:12])[CH2:10][OH:11])=[O:7])([CH3:4])([CH3:3])[CH3:2].[H-].[Na+].[CH2:15](Br)[C:16]1[CH:21]=[CH:20][CH:19]=[CH:18][CH:17]=1.O, predict the reaction product. The product is: [CH2:15]([O:11][CH2:10][C@H:9]([NH:8][C:6]([O:5][C:1]([CH3:4])([CH3:3])[CH3:2])=[O:7])[CH3:12])[C:16]1[CH:21]=[CH:20][CH:19]=[CH:18][CH:17]=1.